This data is from Reaction yield outcomes from USPTO patents with 853,638 reactions. The task is: Predict the reaction yield, written as a fraction of the theoretical maximum amount of product (1.0 means a 100% yield; for example, 0.34 means a 34% yield). (1) The reactants are [NH2:1][C@@H:2]([CH2:6][C:7]1[CH:12]=[CH:11][C:10]([C:13]([O:15][C:16](C)(C)C)=[O:14])=[CH:9][CH:8]=1)[C:3]([OH:5])=[O:4].S(Cl)(Cl)=O.[CH3:24]O. The yield is 0.950. The product is [NH2:1][C@H:2]([C:3]([O:5][CH3:24])=[O:4])[CH2:6][C:7]1[CH:12]=[CH:11][C:10]([C:13]([O:15][CH3:16])=[O:14])=[CH:9][CH:8]=1. No catalyst specified. (2) The reactants are [Cl:1][C:2]1[N:3]=[N:4][C:5](Cl)=[CH:6][CH:7]=1.[NH:9]1[CH:13]=[CH:12][N:11]=[CH:10]1.C(N(C(C)C)CC)(C)C. The catalyst is ClC1C=CC=CC=1Cl. The product is [Cl:1][C:2]1[N:3]=[N:4][C:5]([N:9]2[CH:13]=[CH:12][N:11]=[CH:10]2)=[CH:6][CH:7]=1. The yield is 0.380. (3) The reactants are [Cl:1][C:2]1[N:9]=[C:8]([Cl:10])[CH:7]=[CH:6][C:3]=1[CH:4]=[O:5].[CH2:11](O)[CH2:12][OH:13].CC1C=CC(S(O)(=O)=O)=CC=1. The catalyst is C1(C)C=CC=CC=1. The product is [Cl:1][C:2]1[C:3]([CH:4]2[O:13][CH2:12][CH2:11][O:5]2)=[CH:6][CH:7]=[C:8]([Cl:10])[N:9]=1. The yield is 0.890. (4) The reactants are [CH3:1][CH:2]([OH:7])[CH2:3][CH2:4][CH:5]=[CH2:6].C(N(CC)CC)C.[CH3:15][S:16](Cl)(=[O:18])=[O:17]. The catalyst is ClCCl. The product is [CH3:15][S:16]([O:7][CH:2]([CH2:3][CH2:4][CH:5]=[CH2:6])[CH3:1])(=[O:18])=[O:17]. The yield is 0.820. (5) The reactants are [ClH:1].[C:2]1([N:8]([CH2:31][CH2:32][C:33]([O:35][CH2:36][CH3:37])=[O:34])[C:9]([C:11]2[CH:12]=[CH:13][C:14]3[S:18][C:17]([CH2:19][S:20][C:21]4[CH:26]=[CH:25][C:24]([C:27](=[NH:29])[NH2:28])=[CH:23][CH:22]=4)=[N:16][C:15]=3[CH:30]=2)=[O:10])[CH:7]=[CH:6][CH:5]=[CH:4][CH:3]=1.[OH:38]O. The catalyst is C(O)(=O)C. The product is [ClH:1].[C:2]1([N:8]([CH2:31][CH2:32][C:33]([O:35][CH2:36][CH3:37])=[O:34])[C:9]([C:11]2[CH:12]=[CH:13][C:14]3[S:18][C:17]([CH2:19][S:20]([C:21]4[CH:26]=[CH:25][C:24]([C:27](=[NH:28])[NH2:29])=[CH:23][CH:22]=4)=[O:38])=[N:16][C:15]=3[CH:30]=2)=[O:10])[CH:7]=[CH:6][CH:5]=[CH:4][CH:3]=1. The yield is 0.580. (6) The reactants are [CH3:1][C:2]1[N:3]=[C:4]2[C:9]([NH:10][CH:11]3[C:20]4[C:15](=[CH:16][CH:17]=[CH:18][C:19]=4[CH3:21])[O:14][CH2:13][CH2:12]3)=[CH:8][C:7]([C:22](O)=[O:23])=[CH:6][N:5]2[CH:25]=1.[NH:26]1[CH2:31][CH2:30][O:29][CH2:28][CH2:27]1.O.ON1C2C=CC=CC=2N=N1.Cl.CN(C)CCCN=C=NCC. The catalyst is ClCCl. The product is [CH3:1][C:2]1[N:3]=[C:4]2[C:9]([NH:10][CH:11]3[C:20]4[C:15](=[CH:16][CH:17]=[CH:18][C:19]=4[CH3:21])[O:14][CH2:13][CH2:12]3)=[CH:8][C:7]([C:22]([N:26]3[CH2:31][CH2:30][O:29][CH2:28][CH2:27]3)=[O:23])=[CH:6][N:5]2[CH:25]=1. The yield is 1.00. (7) The reactants are FC(F)(F)C(O)=O.FC(F)(F)C(O)=O.[Cl:15][C:16]1[CH:17]=[C:18]([CH2:41]O)[CH:19]=[C:20]([Cl:40])[C:21]=1[C:22]1[NH:23][C:24]2[C:30]3[CH:31]=[CH:32][N:33]=[CH:34][C:29]=3[NH:28][C:27]3[N:35]=[CH:36][CH:37]=[CH:38][C:26]=3[C:25]=2[N:39]=1.C(N(CC)CC)C.S(Cl)([Cl:52])=O. The catalyst is C1(C)C=CC=CC=1.CO. The product is [Cl:15][C:16]1[CH:17]=[C:18]([CH2:41][Cl:52])[CH:19]=[C:20]([Cl:40])[C:21]=1[C:22]1[NH:23][C:24]2[C:30]3[CH:31]=[CH:32][N:33]=[CH:34][C:29]=3[NH:28][C:27]3[N:35]=[CH:36][CH:37]=[CH:38][C:26]=3[C:25]=2[N:39]=1. The yield is 0.650.